Dataset: Forward reaction prediction with 1.9M reactions from USPTO patents (1976-2016). Task: Predict the product of the given reaction. (1) Given the reactants O[C:2]1[C:7]([F:8])=[C:6]([F:9])[CH:5]=[CH:4][C:3]=1[NH:10][C:11](=[O:22])[C:12]1[CH:17]=[C:16]([N+:18]([O-:20])=[O:19])[CH:15]=[CH:14][C:13]=1[F:21].O.C1(C)C=CC(S(O)(=O)=O)=CC=1, predict the reaction product. The product is: [N+:18]([C:16]1[CH:17]=[C:12]([C:11]2[O:22][C:2]3[C:7]([F:8])=[C:6]([F:9])[CH:5]=[CH:4][C:3]=3[N:10]=2)[C:13]([F:21])=[CH:14][CH:15]=1)([O-:20])=[O:19]. (2) The product is: [C:46]([CH2:45][CH2:44][O:43][CH2:42][C:41]([NH:40][C:38]([CH2:37][CH2:36][O:35][CH2:34][C:33]([NH:98][C:99]([CH2:101][CH2:102][CH2:103][NH:104][C:105](=[O:122])[O:106][CH2:107][C:108]1[C:109]2[C:114]([CH:115]=[C:116]3[C:121]=1[CH:120]=[CH:119][CH:118]=[CH:117]3)=[CH:113][CH:112]=[CH:111][CH:110]=2)=[O:100])([CH2:32][O:31][CH2:30][CH2:29][C:27]([NH:26][C:9]([CH2:10][O:11][CH2:12][CH2:13][C:14]([OH:16])=[O:15])([CH2:8][O:7][CH2:6][CH2:5][C:3]([OH:4])=[O:2])[CH2:18][O:19][CH2:20][CH2:21][C:22]([OH:24])=[O:23])=[O:28])[CH2:66][O:67][CH2:68][CH2:69][C:70]([NH:72][C:73]([CH2:82][O:83][CH2:84][CH2:85][C:86]([OH:88])=[O:87])([CH2:74][O:75][CH2:76][CH2:77][C:78]([OH:80])=[O:79])[CH2:90][O:91][CH2:92][CH2:93][C:94]([OH:96])=[O:95])=[O:71])=[O:39])([CH2:58][O:59][CH2:60][CH2:61][C:62]([OH:64])=[O:63])[CH2:50][O:51][CH2:52][CH2:53][C:54]([OH:56])=[O:55])([OH:48])=[O:47]. Given the reactants C[O:2][C:3]([CH2:5][CH2:6][O:7][CH2:8][C:9]([NH:26][C:27]([CH2:29][CH2:30][O:31][CH2:32][C:33]([NH:98][C:99]([CH2:101][CH2:102][CH2:103][NH:104][C:105](=[O:122])[O:106][CH2:107][C:108]1[C:109]2[C:114]([CH:115]=[C:116]3[C:121]=1[CH:120]=[CH:119][CH:118]=[CH:117]3)=[CH:113][CH:112]=[CH:111][CH:110]=2)=[O:100])([CH2:66][O:67][CH2:68][CH2:69][C:70]([NH:72][C:73]([CH2:90][O:91][CH2:92][CH2:93][C:94]([O:96]C)=[O:95])([CH2:82][O:83][CH2:84][CH2:85][C:86]([O:88]C)=[O:87])[CH2:74][O:75][CH2:76][CH2:77][C:78]([O:80]C)=[O:79])=[O:71])[CH2:34][O:35][CH2:36][CH2:37][C:38]([NH:40][C:41]([CH2:58][O:59][CH2:60][CH2:61][C:62]([O:64]C)=[O:63])([CH2:50][O:51][CH2:52][CH2:53][C:54]([O:56]C)=[O:55])[CH2:42][O:43][CH2:44][CH2:45][C:46]([O:48]C)=[O:47])=[O:39])=[O:28])([CH2:18][O:19][CH2:20][CH2:21][C:22]([O:24]C)=[O:23])[CH2:10][O:11][CH2:12][CH2:13][C:14]([O:16]C)=[O:15])=[O:4], predict the reaction product. (3) Given the reactants Br[C:2]1[S:10][C:9]2[C:8]([O:11][CH2:12][C:13]3[CH:18]=[CH:17][C:16]([O:19][CH3:20])=[CH:15][CH:14]=3)=[N:7][CH:6]=[N:5][C:4]=2[CH:3]=1.[NH:21]1[CH2:26][CH2:25][O:24][CH2:23][CH2:22]1.CC(C)([O-])C.[Na+], predict the reaction product. The product is: [CH3:20][O:19][C:16]1[CH:17]=[CH:18][C:13]([CH2:12][O:11][C:8]2[C:9]3[S:10][C:2]([N:21]4[CH2:26][CH2:25][O:24][CH2:23][CH2:22]4)=[CH:3][C:4]=3[N:5]=[CH:6][N:7]=2)=[CH:14][CH:15]=1. (4) Given the reactants [CH2:1]([O:8][C:9]1[C:17](OC2CCCCC2)=[CH:16][C:12]([C:13]([OH:15])=O)=[CH:11][C:10]=1[Cl:25])[C:2]1C=CC=CC=1.C(Cl)(=O)C([Cl:29])=O.CN(C=O)C.[NH2:37][C:38]1[CH:50]=[CH:49][C:41]([C:42]([O:44][C:45]([CH3:48])([CH3:47])[CH3:46])=[O:43])=[C:40]([O:51][CH3:52])[CH:39]=1, predict the reaction product. The product is: [Cl:29][C:17]1[CH:16]=[C:12]([CH:11]=[C:10]([Cl:25])[C:9]=1[O:8][CH2:1][CH3:2])[C:13]([NH:37][C:38]1[CH:50]=[CH:49][C:41]([C:42]([O:44][C:45]([CH3:47])([CH3:48])[CH3:46])=[O:43])=[C:40]([O:51][CH3:52])[CH:39]=1)=[O:15]. (5) Given the reactants [F:1][C:2]([F:21])([F:20])[C:3]1[CH:4]=[C:5]([CH:17]=[CH:18][CH:19]=1)[O:6][C:7]1[CH:8]=[C:9]([CH:14]=[CH:15][CH:16]=1)[C:10]([NH:12][NH2:13])=[O:11].[N:22]([C:25]1[CH:26]=[C:27]([C:31](=[O:33])[CH3:32])[CH:28]=[CH:29][CH:30]=1)=[C:23]=[S:24], predict the reaction product. The product is: [C:31]([C:27]1[CH:26]=[C:25]([NH:22][C:23]([NH:13][NH:12][C:10]([C:9]2[CH:14]=[CH:15][CH:16]=[C:7]([O:6][C:5]3[CH:17]=[CH:18][CH:19]=[C:3]([C:2]([F:20])([F:21])[F:1])[CH:4]=3)[CH:8]=2)=[O:11])=[S:24])[CH:30]=[CH:29][CH:28]=1)(=[O:33])[CH3:32]. (6) Given the reactants [Br:1][C:2]1[CH:3]=[C:4](I)[C:5]([NH2:8])=[N:6][CH:7]=1.C([O:14][C:15]([N:17]1[CH:21]=[CH:20][CH:19]=[C:18]1B(O)O)=O)(C)(C)C.C([O-])([O-])=O.[Cs+].[Cs+].O, predict the reaction product. The product is: [Br:1][C:2]1[CH:7]=[N:6][C:5]2[N:8]=[C:15]([OH:14])[N:17]3[CH:21]=[CH:20][CH:19]=[C:18]3[C:4]=2[CH:3]=1. (7) Given the reactants [Br-].[CH3:2][C:3]1[CH:4]=[C:5]([S+:24]2[C:28]3[CH:29]=[CH:30][CH:31]=[CH:32][C:27]=3[C:26]3[CH:33]=[CH:34][CH:35]=[CH:36][C:25]2=3)[CH:6]=[C:7]([CH3:23])[C:8]=1[O:9][CH2:10][C:11](=[O:22])[O:12][C:13]([C:16]1[CH:21]=[CH:20][CH:19]=[CH:18][CH:17]=1)([CH3:15])[CH3:14].[OH:37][C:38]12[CH2:47][CH:42]3[CH2:43][CH:44]([CH2:46][CH:40]([CH2:41]3)[CH2:39]1)[CH2:45]2.[Na].[C:49]([O:52][CH:53]([CH3:64])[C:54]([F:63])([F:62])[C:55]([F:61])([F:60])[S:56]([O-:59])(=[O:58])=[O:57])(=[O:51])[CH3:50].O, predict the reaction product. The product is: [OH:37][C:38]12[CH2:39][CH:40]3[CH2:46][CH:44]([CH2:43][C:42]([CH2:50][C:49]([O:52][CH:53]([CH3:64])[C:54]([F:63])([F:62])[C:55]([F:61])([F:60])[S:56]([O-:59])(=[O:58])=[O:57])=[O:51])([CH2:41]3)[CH2:47]1)[CH2:45]2.[CH3:23][C:7]1[CH:6]=[C:5]([S+:24]2[C:28]3[CH:29]=[CH:30][CH:31]=[CH:32][C:27]=3[C:26]3[CH:33]=[CH:34][CH:35]=[CH:36][C:25]2=3)[CH:4]=[C:3]([CH3:2])[C:8]=1[O:9][CH2:10][C:11](=[O:22])[O:12][C:13]([C:16]1[CH:17]=[CH:18][CH:19]=[CH:20][CH:21]=1)([CH3:15])[CH3:14]. (8) Given the reactants [C:1]([C:3]1[CH:4]=[C:5]([CH:26]=[CH:27][CH:28]=1)[C:6]([NH:8][C:9]1[C:10]([CH3:25])=[C:11]2[C:17]([CH:18]3[CH2:23][CH2:22][NH:21][CH2:20][CH2:19]3)=[CH:16][N:15]([CH3:24])[C:12]2=[N:13][CH:14]=1)=[O:7])#[N:2].[CH:29]1([C:34](Cl)=[O:35])[CH2:33][CH2:32][CH2:31][CH2:30]1.C(N(CC)CC)C, predict the reaction product. The product is: [C:1]([C:3]1[CH:4]=[C:5]([CH:26]=[CH:27][CH:28]=1)[C:6]([NH:8][C:9]1[C:10]([CH3:25])=[C:11]2[C:17]([CH:18]3[CH2:19][CH2:20][N:21]([C:34]([CH:29]4[CH2:33][CH2:32][CH2:31][CH2:30]4)=[O:35])[CH2:22][CH2:23]3)=[CH:16][N:15]([CH3:24])[C:12]2=[N:13][CH:14]=1)=[O:7])#[N:2].